The task is: Regression. Given a peptide amino acid sequence and an MHC pseudo amino acid sequence, predict their binding affinity value. This is MHC class I binding data.. This data is from Peptide-MHC class I binding affinity with 185,985 pairs from IEDB/IMGT. (1) The peptide sequence is EVHIYYLEK. The MHC is HLA-B27:05 with pseudo-sequence HLA-B27:05. The binding affinity (normalized) is 0.0847. (2) The peptide sequence is SPGAHQKRLI. The MHC is HLA-B07:02 with pseudo-sequence HLA-B07:02. The binding affinity (normalized) is 0.298. (3) The peptide sequence is ILRPLGIEY. The MHC is HLA-B35:01 with pseudo-sequence HLA-B35:01. The binding affinity (normalized) is 0.499. (4) The peptide sequence is RRWIQLGLQK. The MHC is HLA-A03:01 with pseudo-sequence HLA-A03:01. The binding affinity (normalized) is 0.172. (5) The peptide sequence is SFDAWNNTV. The MHC is Mamu-B8701 with pseudo-sequence Mamu-B8701. The binding affinity (normalized) is 0.453. (6) The peptide sequence is YLQYSISTA. The MHC is HLA-A23:01 with pseudo-sequence HLA-A23:01. The binding affinity (normalized) is 0.0847. (7) The peptide sequence is KTNDINVRRR. The binding affinity (normalized) is 0.205. The MHC is HLA-A33:01 with pseudo-sequence HLA-A33:01.